Task: Predict the reactants needed to synthesize the given product.. Dataset: Full USPTO retrosynthesis dataset with 1.9M reactions from patents (1976-2016) (1) Given the product [N:10]1[CH:11]=[CH:12][CH:13]=[CH:14][C:15]=1[CH2:18][NH:7][C:6]1[CH:8]=[CH:9][C:3]([S:2][CH3:1])=[CH:4][CH:5]=1, predict the reactants needed to synthesize it. The reactants are: [CH3:1][S:2][C:3]1[CH:9]=[CH:8][C:6]([NH2:7])=[CH:5][CH:4]=1.[N:10]1[CH:15]=[CH:14][CH:13]=[C:12](C=O)[CH:11]=1.[C:18](O[BH-](OC(=O)C)OC(=O)C)(=O)C.[Na+]. (2) Given the product [CH:33]1([NH:38][C:9]2[CH:10]=[C:11]([N:18]([CH2:26][CH:27]3[CH2:32][CH2:31][O:30][CH2:29][CH2:28]3)[C:19](=[O:25])[O:20][C:21]([CH3:24])([CH3:23])[CH3:22])[C:12]3[N:13]([CH:15]=[N:16][N:17]=3)[N:14]=2)[CH2:37][CH2:36][CH2:35][CH2:34]1, predict the reactants needed to synthesize it. The reactants are: CN1C(=O)CCC1.Cl[C:9]1[CH:10]=[C:11]([N:18]([CH2:26][CH:27]2[CH2:32][CH2:31][O:30][CH2:29][CH2:28]2)[C:19](=[O:25])[O:20][C:21]([CH3:24])([CH3:23])[CH3:22])[C:12]2[N:13]([CH:15]=[N:16][N:17]=2)[N:14]=1.[CH:33]1([NH2:38])[CH2:37][CH2:36][CH2:35][CH2:34]1.O. (3) The reactants are: [OH-].[Na+].C([O:5][C:6]([C:8]1[CH:12]=[C:11]([C:13]2[CH:18]=[CH:17][CH:16]=[CH:15][N:14]=2)[N:10]([C:19]2[CH:20]=[N:21][C:22]([O:25][CH3:26])=[CH:23][CH:24]=2)[N:9]=1)=[O:7])C.Cl. Given the product [CH3:26][O:25][C:22]1[N:21]=[CH:20][C:19]([N:10]2[C:11]([C:13]3[CH:18]=[CH:17][CH:16]=[CH:15][N:14]=3)=[CH:12][C:8]([C:6]([OH:7])=[O:5])=[N:9]2)=[CH:24][CH:23]=1, predict the reactants needed to synthesize it.